From a dataset of Full USPTO retrosynthesis dataset with 1.9M reactions from patents (1976-2016). Predict the reactants needed to synthesize the given product. Given the product [F:23][C:24]1[CH:25]=[C:26]([C:27]2[N:12]=[C:11]([C:9]3[CH:10]=[C:5]([C:3]([OH:2])=[O:4])[C:6]([C:14]4[CH:19]=[CH:18][CH:17]=[CH:16][C:15]=4[N+:20]([O-:22])=[O:21])=[CH:7][CH:8]=3)[S:13][CH:28]=2)[CH:31]=[CH:32][C:33]=1[F:34], predict the reactants needed to synthesize it. The reactants are: C[O:2][C:3]([C:5]1[C:6]([C:14]2[CH:19]=[CH:18][CH:17]=[CH:16][C:15]=2[N+:20]([O-:22])=[O:21])=[CH:7][CH:8]=[C:9]([C:11](=[S:13])[NH2:12])[CH:10]=1)=[O:4].[F:23][C:24]1[CH:25]=[C:26]([CH:31]=[CH:32][C:33]=1[F:34])[C:27](=O)[CH2:28]Br.